The task is: Predict the product of the given reaction.. This data is from Forward reaction prediction with 1.9M reactions from USPTO patents (1976-2016). (1) Given the reactants Br[CH2:2][C:3]1[C:13]([Cl:14])=[N:12][CH:11]=[CH:10][C:4]=1[C:5]([O:7]CC)=O.Cl.[F:16][C:17]([F:31])([CH3:30])[CH2:18][O:19][C:20]1[CH:25]=[CH:24][C:23]([CH:26]([NH2:28])[CH3:27])=[CH:22][C:21]=1[CH3:29], predict the reaction product. The product is: [Cl:14][C:13]1[C:3]2[CH2:2][N:28]([CH:26]([C:23]3[CH:24]=[CH:25][C:20]([O:19][CH2:18][C:17]([F:16])([F:31])[CH3:30])=[C:21]([CH3:29])[CH:22]=3)[CH3:27])[C:5](=[O:7])[C:4]=2[CH:10]=[CH:11][N:12]=1. (2) Given the reactants [F:1][C:2]([F:21])([F:20])[O:3][C:4]1[CH:12]=[CH:11][C:10]2[NH:9][C:8]3[CH:13]4[CH2:19][CH2:18][N:16]([CH2:17][C:7]=3[C:6]=2[CH:5]=1)[CH2:15][CH2:14]4.[C:22]([C:24]1[CH:25]=[N:26][CH:27]=[CH:28][CH:29]=1)#[CH:23], predict the reaction product. The product is: [N:26]1[CH:27]=[CH:28][CH:29]=[C:24](/[CH:22]=[CH:23]/[N:9]2[C:10]3[CH:11]=[CH:12][C:4]([O:3][C:2]([F:1])([F:20])[F:21])=[CH:5][C:6]=3[C:7]3[CH2:17][N:16]4[CH2:15][CH2:14][CH:13]([C:8]2=3)[CH2:19][CH2:18]4)[CH:25]=1. (3) The product is: [Cl:12][C:13]1[CH:19]=[C:18]([Cl:20])[CH:17]=[C:16]([Cl:21])[C:14]=1[NH:15][C:2]1[CH:7]=[CH:6][CH:5]=[CH:4][C:3]=1[CH2:8][C:9]([OH:11])=[O:10]. Given the reactants Br[C:2]1[CH:7]=[CH:6][CH:5]=[CH:4][C:3]=1[CH2:8][C:9]([OH:11])=[O:10].[Cl:12][C:13]1[CH:19]=[C:18]([Cl:20])[CH:17]=[C:16]([Cl:21])[C:14]=1[NH2:15], predict the reaction product. (4) Given the reactants OS(O)(=O)=O.[Br:6][C:7]1[CH:15]=[CH:14][C:13]([CH3:16])=[CH:12][C:8]=1[C:9]([OH:11])=[O:10].[C:17]([O-])(O)=O.[Na+], predict the reaction product. The product is: [CH3:17][O:10][C:9](=[O:11])[C:8]1[CH:12]=[C:13]([CH3:16])[CH:14]=[CH:15][C:7]=1[Br:6]. (5) Given the reactants [Br:1][C:2]1[C:3]([CH3:10])=[CH:4][C:5]([NH:8][NH2:9])=[N:6][CH:7]=1.[C:11]([C:13]1[CH:18]=[CH:17][C:16]([C:19](=[CH:25]N(C)C)[C:20](OCC)=[O:21])=[CH:15][CH:14]=1)#[N:12].Cl.CCN(C(C)C)C(C)C, predict the reaction product. The product is: [Br:1][C:2]1[C:3]([CH3:10])=[CH:4][C:5]([N:8]2[C:20]([OH:21])=[C:19]([C:16]3[CH:15]=[CH:14][C:13]([C:11]#[N:12])=[CH:18][CH:17]=3)[CH:25]=[N:9]2)=[N:6][CH:7]=1. (6) Given the reactants O[C@H](C1C=CN=CC=1)[C@@H:3]([NH:5][C:6](=[O:15])[O:7][CH2:8][C:9]1[CH:14]=[CH:13][CH:12]=[CH:11][CH:10]=1)[CH3:4], predict the reaction product. The product is: [CH3:4][C@H:3]1[C@@H:8]([C:9]2[CH:10]=[CH:11][CH:12]=[CH:13][CH:14]=2)[O:7][C:6](=[O:15])[NH:5]1. (7) Given the reactants [CH2:1]([C:5]1[N:6]=[C:7]([CH3:42])[N:8]([C:36]2[CH:41]=[CH:40][CH:39]=[CH:38][N:37]=2)[C:9](=[O:35])[C:10]=1[CH2:11][C:12]1[CH:28]=[C:27]([CH2:29][CH2:30][CH3:31])[C:15]([O:16][CH:17]([C:21]2[CH:26]=[CH:25][CH:24]=[CH:23][CH:22]=2)[C:18](O)=[O:19])=[C:14]([CH2:32][CH2:33][CH3:34])[CH:13]=1)[CH2:2][CH2:3][CH3:4].O.O[N:45]1C2C=CC=CC=2N=N1.Cl.C(N=C=NCCCN(C)C)C.N, predict the reaction product. The product is: [CH2:1]([C:5]1[N:6]=[C:7]([CH3:42])[N:8]([C:36]2[CH:41]=[CH:40][CH:39]=[CH:38][N:37]=2)[C:9](=[O:35])[C:10]=1[CH2:11][C:12]1[CH:28]=[C:27]([CH2:29][CH2:30][CH3:31])[C:15]([O:16][CH:17]([C:21]2[CH:22]=[CH:23][CH:24]=[CH:25][CH:26]=2)[C:18]([NH2:45])=[O:19])=[C:14]([CH2:32][CH2:33][CH3:34])[CH:13]=1)[CH2:2][CH2:3][CH3:4]. (8) Given the reactants [Br:1][C:2]1[CH:3]=[N:4][C:5]([N:8]2[CH2:13][CH2:12][CH:11]([NH:14][C:15](=[O:21])[O:16][C:17]([CH3:20])([CH3:19])[CH3:18])[CH2:10][CH2:9]2)=[N:6][CH:7]=1.[H-].[Na+].I[CH3:25], predict the reaction product. The product is: [Br:1][C:2]1[CH:3]=[N:4][C:5]([N:8]2[CH2:9][CH2:10][CH:11]([N:14]([CH3:25])[C:15](=[O:21])[O:16][C:17]([CH3:18])([CH3:20])[CH3:19])[CH2:12][CH2:13]2)=[N:6][CH:7]=1. (9) Given the reactants Br[C:2]1[N:7]=[C:6]([CH:8]=[O:9])[CH:5]=[CH:4][C:3]=1[O:10][CH3:11].[CH3:12][C:13]1[C:14](B(O)O)=[CH:15][C:16]2[C:17]([CH3:26])([CH3:25])[CH2:18][CH2:19][C:20]([CH3:24])([CH3:23])[C:21]=2[CH:22]=1.C(=O)([O-])[O-].[K+].[K+], predict the reaction product. The product is: [CH3:12][C:13]1[C:14]([C:2]2[N:7]=[C:6]([CH:8]=[O:9])[CH:5]=[CH:4][C:3]=2[O:10][CH3:11])=[CH:15][C:16]2[C:17]([CH3:26])([CH3:25])[CH2:18][CH2:19][C:20]([CH3:24])([CH3:23])[C:21]=2[CH:22]=1. (10) Given the reactants N1C=CC=CC=1.[Br:7][C:8]1[CH:13]=[C:12]([NH:14][C:15](=[O:20])[C:16]([F:19])([F:18])[F:17])[CH:11]=[CH:10][C:9]=1[S:21](Cl)(=[O:23])=[O:22].[NH2:25][C:26]1[CH:27]=[CH:28][C:29]2[CH2:33][O:32][B:31]([OH:34])[C:30]=2[CH:35]=1, predict the reaction product. The product is: [Br:7][C:8]1[CH:13]=[C:12]([NH:14][C:15](=[O:20])[C:16]([F:19])([F:18])[F:17])[CH:11]=[CH:10][C:9]=1[S:21](=[O:23])(=[O:22])[NH:25][C:26]1[CH:27]=[CH:28][C:29]2[CH2:33][O:32][B:31]([OH:34])[C:30]=2[CH:35]=1.